Predict the product of the given reaction. From a dataset of Forward reaction prediction with 1.9M reactions from USPTO patents (1976-2016). (1) Given the reactants Br[CH2:2][C:3]([NH:5][C@@H:6]([CH:10]([CH3:12])[CH3:11])[C:7]([OH:9])=[O:8])=[O:4].[OH:13][CH2:14][CH2:15][N:16]1[C:21](=[O:22])[CH2:20][CH2:19][CH:18]([N:23]2[C:31](=[O:32])[C:30]3[C:25](=[CH:26][CH:27]=[CH:28][CH:29]=3)[C:24]2=[O:33])[C:17]1=[O:34].C(NCC)C, predict the reaction product. The product is: [CH2:15]([N:16]([CH2:17][CH3:18])[CH2:2][C:3]([NH:5][C@@H:6]([CH:10]([CH3:12])[CH3:11])[C:7]([OH:9])=[O:8])=[O:4])[CH3:14].[OH:13][CH2:14][CH2:15][N:16]1[C:21](=[O:22])[CH2:20][CH2:19][CH:18]([N:23]2[C:24](=[O:33])[C:25]3[C:30](=[CH:29][CH:28]=[CH:27][CH:26]=3)[C:31]2=[O:32])[C:17]1=[O:34]. (2) Given the reactants [CH3:1][O:2][C:3]1[C:14]([O:15][CH3:16])=[CH:13][C:12]2=[C:17]3[C:4]=1[CH2:5][CH:6](O)[N:7]([C:18]1[CH:23]=[CH:22][CH:21]=[C:20]([Br:24])[CH:19]=1)[C:8]3=[N:9][CH:10]=[N:11]2.C(N(CC)CC)C.CS(Cl)(=O)=O, predict the reaction product. The product is: [Br:24][C:20]1[CH:19]=[C:18]([N:7]2[CH:6]=[CH:5][C:4]3[C:17]4[C:8]2=[N:9][CH:10]=[N:11][C:12]=4[CH:13]=[C:14]([O:15][CH3:16])[C:3]=3[O:2][CH3:1])[CH:23]=[CH:22][CH:21]=1. (3) Given the reactants C(N(CC)C(C)C)(C)C.[Cl:10][C:11]1[CH:33]=[CH:32][C:14]([CH2:15][NH:16][C:17]([C:19]2[C:20](=[O:31])[C:21]3[CH:28]=[C:27]([CH2:29]Cl)[O:26][C:22]=3[N:23]([CH3:25])[CH:24]=2)=[O:18])=[CH:13][CH:12]=1.[CH3:34][NH:35][CH2:36][CH:37]([OH:45])[C:38]1[CH:39]=[CH:40][C:41]([OH:44])=[CH:42][CH:43]=1.O, predict the reaction product. The product is: [Cl:10][C:11]1[CH:33]=[CH:32][C:14]([CH2:15][NH:16][C:17]([C:19]2[C:20](=[O:31])[C:21]3[CH:28]=[C:27]([CH2:29][N:35]([CH2:36][CH:37]([OH:45])[C:38]4[CH:43]=[CH:42][C:41]([OH:44])=[CH:40][CH:39]=4)[CH3:34])[O:26][C:22]=3[N:23]([CH3:25])[CH:24]=2)=[O:18])=[CH:13][CH:12]=1. (4) Given the reactants [F:1][C:2]1[CH:3]=[C:4]([C:10]2[C:18]3[C:13](=[N:14][CH:15]=[N:16][C:17]=3[NH2:19])[NH:12][N:11]=2)[CH:5]=[C:6]([O:8][CH3:9])[CH:7]=1.C(=O)([O-])[O-].[K+].[K+].Br.Br[CH:28]([C:30]1[O:31][C:32](=[O:47])[C:33]2[C:38]([C:39]=1[CH2:40][N:41]1[CH2:46][CH2:45][O:44][CH2:43][CH2:42]1)=[CH:37][CH:36]=[CH:35][CH:34]=2)[CH3:29], predict the reaction product. The product is: [NH2:19][C:17]1[N:16]=[CH:15][N:14]=[C:13]2[N:12]([CH:28]([C:30]3[O:31][C:32](=[O:47])[C:33]4[C:38]([C:39]=3[CH2:40][N:41]3[CH2:42][CH2:43][O:44][CH2:45][CH2:46]3)=[CH:37][CH:36]=[CH:35][CH:34]=4)[CH3:29])[N:11]=[C:10]([C:4]3[CH:5]=[C:6]([O:8][CH3:9])[CH:7]=[C:2]([F:1])[CH:3]=3)[C:18]=12. (5) Given the reactants [CH3:1][NH:2][C:3](=[O:21])[C:4]1[CH:9]=[C:8]([O:10][C:11]2[CH:16]=[CH:15][C:14]([NH:17][C:18]([NH2:20])=[O:19])=[CH:13][CH:12]=2)[CH:7]=[CH:6][N:5]=1.N12CCCN=C1CCCCC2.[F:33][C:34]([F:44])([F:43])[C:35]1[CH:36]=[C:37]([CH:39]=[CH:40][C:41]=1[Cl:42])N.CN(C)C=O, predict the reaction product. The product is: [Cl:42][C:41]1[CH:40]=[CH:39][C:37]([NH:20][C:18](=[O:19])[NH:17][C:14]2[CH:15]=[CH:16][C:11]([O:10][C:8]3[CH:7]=[CH:6][N:5]=[C:4]([C:3]([NH:2][CH3:1])=[O:21])[CH:9]=3)=[CH:12][CH:13]=2)=[CH:36][C:35]=1[C:34]([F:33])([F:43])[F:44].